Dataset: Forward reaction prediction with 1.9M reactions from USPTO patents (1976-2016). Task: Predict the product of the given reaction. (1) Given the reactants CN([CH:4]=[C:5]1[C:9](=O)[CH2:8][N:7](C(OC(C)(C)C)=O)[CH2:6]1)C.[O-]CC.[Na+].[F:22][C:23]([F:28])([F:27])[C:24]([NH2:26])=[NH:25], predict the reaction product. The product is: [F:22][C:23]([F:28])([F:27])[C:24]1[N:26]=[CH:4][C:5]2[CH2:6][NH:7][CH2:8][C:9]=2[N:25]=1. (2) Given the reactants [C:1]([N:5]1[C:9]([C:10]2[CH:15]=[CH:14][C:13]([F:16])=[CH:12][CH:11]=2)=[C:8]([C:17]2[S:18][CH:19]=[C:20]([CH2:22][C:23]([O:25]CC)=[O:24])[N:21]=2)[CH:7]=[N:6]1)([CH3:4])([CH3:3])[CH3:2].[OH-].[Na+], predict the reaction product. The product is: [C:1]([N:5]1[C:9]([C:10]2[CH:11]=[CH:12][C:13]([F:16])=[CH:14][CH:15]=2)=[C:8]([C:17]2[S:18][CH:19]=[C:20]([CH2:22][C:23]([OH:25])=[O:24])[N:21]=2)[CH:7]=[N:6]1)([CH3:4])([CH3:2])[CH3:3]. (3) Given the reactants Br[C:2]1[CH:7]=[C:6]([C:8]([F:11])([F:10])[F:9])[CH:5]=[CH:4][C:3]=1[CH2:12][C:13]([O:15][CH3:16])=[O:14].F[B-](F)(F)F.[Si:22]([C:26]#[CH:27])([CH3:25])([CH3:24])[CH3:23].CN(C=O)C, predict the reaction product. The product is: [F:9][C:8]([F:11])([F:10])[C:6]1[CH:5]=[CH:4][C:3]([CH2:12][C:13]([O:15][CH3:16])=[O:14])=[C:2]([C:27]#[C:26][Si:22]([CH3:25])([CH3:24])[CH3:23])[CH:7]=1.